This data is from Peptide-MHC class II binding affinity with 134,281 pairs from IEDB. The task is: Regression. Given a peptide amino acid sequence and an MHC pseudo amino acid sequence, predict their binding affinity value. This is MHC class II binding data. (1) The peptide sequence is EYIEAAKWLLPPPKV. The MHC is HLA-DQA10501-DQB10201 with pseudo-sequence HLA-DQA10501-DQB10201. The binding affinity (normalized) is 0.445. (2) The peptide sequence is ESKHGLTNTASHTRLSCD. The MHC is DRB1_1501 with pseudo-sequence DRB1_1501. The binding affinity (normalized) is 0.0894. (3) The peptide sequence is EKKMFAATQFEPLAA. The MHC is HLA-DQA10501-DQB10201 with pseudo-sequence HLA-DQA10501-DQB10201. The binding affinity (normalized) is 0.422.